This data is from Catalyst prediction with 721,799 reactions and 888 catalyst types from USPTO. The task is: Predict which catalyst facilitates the given reaction. (1) The catalyst class is: 18. Reactant: FC(F)(F)C([O-])=O.[F:8][C:9]1[C:10]([C:25]([NH:27][CH3:28])=[O:26])=[CH:11][C:12]2[NH:16][C:15](=[O:17])[N:14]([CH:18]3[CH2:23][CH2:22][NH2+:21][CH2:20][CH2:19]3)[C:13]=2[CH:24]=1.Cl[CH2:30][C:31]([CH:33]1[CH2:38][CH2:37][C:36]([F:40])([F:39])[CH2:35][CH2:34]1)=[O:32]. Product: [F:39][C:36]1([F:40])[CH2:37][CH2:38][CH:33]([C:31](=[O:32])[CH2:30][N:21]2[CH2:20][CH2:19][CH:18]([N:14]3[C:13]4[CH:24]=[C:9]([F:8])[C:10]([C:25]([NH:27][CH3:28])=[O:26])=[CH:11][C:12]=4[NH:16][C:15]3=[O:17])[CH2:23][CH2:22]2)[CH2:34][CH2:35]1. (2) Reactant: [CH2:1]([NH2:11])[C:2]1[CH:10]=[CH:9][C:8]2[O:7][CH2:6][O:5][C:4]=2[CH:3]=1.[CH2:12]1[CH2:18][S:15](=[O:17])(=[O:16])[O:14][CH2:13]1. Product: [CH2:1]([NH:11][CH2:13][CH2:12][CH2:18][S:15]([OH:17])(=[O:16])=[O:14])[C:2]1[CH:10]=[CH:9][C:8]2[O:7][CH2:6][O:5][C:4]=2[CH:3]=1. The catalyst class is: 21. (3) Reactant: [N+:1]([C:4]1[CH:12]=[CH:11][CH:10]=[C:9]2[C:5]=1[CH:6]=[N:7][NH:8]2)([O-:3])=[O:2].[H-].[Na+].Cl[CH2:16][O:17][CH2:18][CH2:19][Si:20]([CH3:23])([CH3:22])[CH3:21].O. Product: [N+:1]([C:4]1[CH:12]=[CH:11][CH:10]=[C:9]2[C:5]=1[CH:6]=[N:7][N:8]2[CH2:16][O:17][CH2:18][CH2:19][Si:20]([CH3:23])([CH3:22])[CH3:21])([O-:3])=[O:2].[N+:1]([C:4]1[C:5]2[C:9]([CH:10]=[CH:11][CH:12]=1)=[N:8][N:7]([CH2:16][O:17][CH2:18][CH2:19][Si:20]([CH3:23])([CH3:22])[CH3:21])[CH:6]=2)([O-:3])=[O:2]. The catalyst class is: 9. (4) Reactant: Cl[C:2]1[C:3](=[O:23])[N:4]([CH2:14][C:15]2[CH:20]=[CH:19][C:18]([O:21][CH3:22])=[CH:17][CH:16]=2)[N:5]=[CH:6][C:7]=1[N:8]1[CH2:13][CH2:12][O:11][CH2:10][CH2:9]1.C([O-])=O.[NH4+].C(OCC)(=O)C. Product: [CH3:22][O:21][C:18]1[CH:17]=[CH:16][C:15]([CH2:14][N:4]2[C:3](=[O:23])[CH:2]=[C:7]([N:8]3[CH2:9][CH2:10][O:11][CH2:12][CH2:13]3)[CH:6]=[N:5]2)=[CH:20][CH:19]=1. The catalyst class is: 43. (5) Reactant: [F:1][C:2]1[CH:7]=[CH:6][C:5]([CH:8]([C:10]2[CH:15]=[N:14][C:13]([CH3:16])=[C:12]3[O:17][C:18]([CH3:22])([CH3:21])[O:19][CH2:20][C:11]=23)[OH:9])=[CH:4][CH:3]=1.C(Cl)(Cl)[Cl:24]. Product: [Cl:24][C:3]1[CH:4]=[C:5]([C:8]([C:10]2[CH:15]=[N:14][C:13]([CH3:16])=[C:12]3[O:17][C:18]([CH3:22])([CH3:21])[O:19][CH2:20][C:11]=23)=[O:9])[CH:6]=[CH:7][C:2]=1[F:1]. The catalyst class is: 697. (6) Reactant: [NH2:1][CH:2]1[N:8]=[C:7]([C:9]2[CH:14]=[CH:13][CH:12]=[CH:11][C:10]=2[F:15])[C:6]2[CH:16]=[CH:17][CH:18]=[CH:19][C:5]=2[N:4]([CH3:20])[C:3]1=[O:21].C([O:29][C:30]([C:32]1(N)[N:38]=C(C2C=CC=CC=2F)C2C=C(Br)C=CC=2N(C)[C:33]1=O)=O)C1C=CC=CC=1. Product: [NH2:38][C@H:32]([C:30]([NH:1][CH:2]1[N:8]=[C:7]([C:9]2[CH:14]=[CH:13][CH:12]=[CH:11][C:10]=2[F:15])[C:6]2[CH:16]=[CH:17][CH:18]=[CH:19][C:5]=2[N:4]([CH3:20])[C:3]1=[O:21])=[O:29])[CH3:33]. The catalyst class is: 43. (7) Reactant: [I:1][C:2]1[C:10]2[C:5](=[N:6][CH:7]=[N:8][C:9]=2[NH2:11])[NH:4][N:3]=1.[H-].[Na+].Cl[CH2:15][C:16]1[C:17]([C:27]2[CH:32]=[CH:31][CH:30]=[CH:29][C:28]=2[C:33]([F:36])([F:35])[F:34])=[N:18][C:19]2[C:24]([CH:25]=1)=[CH:23][CH:22]=[CH:21][C:20]=2[CH3:26]. Product: [I:1][C:2]1[C:10]2[C:5](=[N:6][CH:7]=[N:8][C:9]=2[NH2:11])[N:4]([CH2:15][C:16]2[C:17]([C:27]3[CH:32]=[CH:31][CH:30]=[CH:29][C:28]=3[C:33]([F:36])([F:35])[F:34])=[N:18][C:19]3[C:24]([CH:25]=2)=[CH:23][CH:22]=[CH:21][C:20]=3[CH3:26])[N:3]=1. The catalyst class is: 3.